Task: Predict the reaction yield, written as a fraction of the theoretical maximum amount of product (1.0 means a 100% yield; for example, 0.34 means a 34% yield).. Dataset: Reaction yield outcomes from USPTO patents with 853,638 reactions (1) The reactants are C(OC(=O)[NH:7][CH2:8][CH2:9][CH2:10][N:11]1[CH2:16][CH2:15][CH:14]([N:17]2[CH2:22][CH2:21][CH2:20][CH2:19][CH2:18]2)[CH2:13][CH2:12]1)(C)(C)C.[ClH:24]. The catalyst is O1CCOCC1.C(OCC)C. The product is [ClH:24].[ClH:24].[ClH:24].[N:17]1([CH:14]2[CH2:15][CH2:16][N:11]([CH2:10][CH2:9][CH2:8][NH2:7])[CH2:12][CH2:13]2)[CH2:22][CH2:21][CH2:20][CH2:19][CH2:18]1. The yield is 0.920. (2) The reactants are [CH3:1][O:2][C:3]1[C:8]2[N:9]=[C:10]([NH:12][C:13]([C:15]3[S:16][C:17]([CH3:20])=[CH:18][CH:19]=3)=[O:14])[S:11][C:7]=2[C:6](I)=[CH:5][CH:4]=1.C[Sn](C)(C)[C:24]1[CH:25]=[C:26]([NH2:30])[CH:27]=[CH:28][CH:29]=1. No catalyst specified. The product is [NH2:30][C:26]1[CH:25]=[C:24]([C:6]2[C:7]3[S:11][C:10]([NH:12][C:13]([C:15]4[S:16][C:17]([CH3:20])=[CH:18][CH:19]=4)=[O:14])=[N:9][C:8]=3[C:3]([O:2][CH3:1])=[CH:4][CH:5]=2)[CH:29]=[CH:28][CH:27]=1. The yield is 0.560. (3) No catalyst specified. The product is [F:40][C:25]([F:24])([F:41])[C:26]1[O:30][N:29]=[C:28]([C:31]2[CH:32]=[C:33]([CH:37]=[CH:38][CH:39]=2)[C:34]([NH:21][CH2:20][C:14]2([C:11]3[S:12][CH:13]=[C:9]([C:6]4[CH:5]=[CH:4][C:3]([C:2]([F:1])([F:22])[F:23])=[CH:8][CH:7]=4)[N:10]=3)[CH2:19][CH2:18][O:17][CH2:16][CH2:15]2)=[O:35])[N:27]=1. The yield is 0.190. The reactants are [F:1][C:2]([F:23])([F:22])[C:3]1[CH:8]=[CH:7][C:6]([C:9]2[N:10]=[C:11]([C:14]3([CH2:20][NH2:21])[CH2:19][CH2:18][O:17][CH2:16][CH2:15]3)[S:12][CH:13]=2)=[CH:5][CH:4]=1.[F:24][C:25]([F:41])([F:40])[C:26]1[O:30][N:29]=[C:28]([C:31]2[CH:32]=[C:33]([CH:37]=[CH:38][CH:39]=2)[C:34](O)=[O:35])[N:27]=1.